From a dataset of Forward reaction prediction with 1.9M reactions from USPTO patents (1976-2016). Predict the product of the given reaction. (1) Given the reactants C(=O)([O-])[O-].[K+].[K+].Br[CH:8]([CH2:11][CH3:12])[CH2:9][CH3:10].[I-].[Na+].[O:15]=[S:16]1(=[O:33])[CH2:21][CH2:20][N:19]2[CH:22]=[CH:23][CH:24]=[C:25]([C:26]3[CH:31]=[CH:30][C:29]([OH:32])=[CH:28][CH:27]=3)[C:18]2=[N:17]1.[OH-].[Na+], predict the reaction product. The product is: [CH2:9]([CH:8]([O:32][C:29]1[CH:28]=[CH:27][C:26]([C:25]2[C:18]3=[N:17][S:16](=[O:33])(=[O:15])[CH2:21][CH2:20][N:19]3[CH:22]=[CH:23][CH:24]=2)=[CH:31][CH:30]=1)[CH2:11][CH3:12])[CH3:10]. (2) Given the reactants C[O:2][C:3]1[CH:4]=[C:5]([CH:9]([CH2:16][CH3:17])[CH:10]([CH3:15])[CH2:11][N:12]([CH3:14])[CH3:13])[CH:6]=[CH:7][CH:8]=1.I, predict the reaction product. The product is: [OH:2][C:3]1[CH:4]=[C:5]([CH:9]([CH2:16][CH3:17])[CH:10]([CH3:15])[CH2:11][N:12]([CH3:14])[CH3:13])[CH:6]=[CH:7][CH:8]=1. (3) Given the reactants [CH2:1]([O:5][CH2:6][CH2:7][O:8][C:9]1[CH:14]=[CH:13][C:12]([C:15]2[CH:16]=[CH:17][C:18]3[N:26]([CH2:27][CH:28]([CH3:30])[CH3:29])[CH2:25][CH2:24][CH2:23][CH2:22][C:21]([C:31](O)=[O:32])=[CH:20][C:19]=3[CH:34]=2)=[CH:11][CH:10]=1)[CH2:2][CH2:3][CH3:4].CN(C=O)C.S(Cl)(Cl)=O.[CH2:44]([N:47]1[C:51]([CH2:52][S:53]([C:55]2[CH:61]=[CH:60][C:58]([NH2:59])=[CH:57][CH:56]=2)=[O:54])=[CH:50][N:49]=[CH:48]1)[CH2:45][CH3:46], predict the reaction product. The product is: [CH2:1]([O:5][CH2:6][CH2:7][O:8][C:9]1[CH:10]=[CH:11][C:12]([C:15]2[CH:16]=[CH:17][C:18]3[N:26]([CH2:27][CH:28]([CH3:29])[CH3:30])[CH2:25][CH2:24][CH2:23][CH2:22][C:21]([C:31]([NH:59][C:58]4[CH:60]=[CH:61][C:55]([S:53]([CH2:52][C:51]5[N:47]([CH2:44][CH2:45][CH3:46])[CH:48]=[N:49][CH:50]=5)=[O:54])=[CH:56][CH:57]=4)=[O:32])=[CH:20][C:19]=3[CH:34]=2)=[CH:13][CH:14]=1)[CH2:2][CH2:3][CH3:4]. (4) Given the reactants [NH2:1][C:2]1[CH:7]=[CH:6][C:5]([Br:8])=[CH:4][C:3]=1[C:9]([C:11]1[CH:16]=[CH:15][N:14]=[CH:13][CH:12]=1)=[O:10].[CH3:17][O:18][C:19]1[CH:24]=[CH:23][C:22]([S:25](Cl)(=[O:27])=[O:26])=[CH:21][CH:20]=1, predict the reaction product. The product is: [Br:8][C:5]1[CH:6]=[CH:7][C:2]([NH:1][S:25]([C:22]2[CH:21]=[CH:20][C:19]([O:18][CH3:17])=[CH:24][CH:23]=2)(=[O:27])=[O:26])=[C:3]([C:9]([C:11]2[CH:16]=[CH:15][N:14]=[CH:13][CH:12]=2)=[O:10])[CH:4]=1. (5) Given the reactants [CH3:1][O:2][C:3]1[CH:4]=[C:5]([NH:13][C:14]2[O:15][C:16]3[C:22]([C:23]4[CH:24]=[C:25]([C:28](O)=[O:29])[S:26][CH:27]=4)=[CH:21][CH:20]=[CH:19][C:17]=3[N:18]=2)[CH:6]=[C:7]([O:11][CH3:12])[C:8]=1[O:9][CH3:10].C[CH2:32][N:33]=C=NCCCN(C)C.Cl.CN.C1COCC1.C1C=CC2N(O)N=NC=2C=1, predict the reaction product. The product is: [CH3:32][NH:33][C:28]([C:25]1[S:26][CH:27]=[C:23]([C:22]2[C:16]3[O:15][C:14]([NH:13][C:5]4[CH:6]=[C:7]([O:11][CH3:12])[C:8]([O:9][CH3:10])=[C:3]([O:2][CH3:1])[CH:4]=4)=[N:18][C:17]=3[CH:19]=[CH:20][CH:21]=2)[CH:24]=1)=[O:29]. (6) Given the reactants Br[C:2]1[CH:9]=[CH:8][C:5]([C:6]#[N:7])=[C:4]([C:10]([F:13])([F:12])[F:11])[CH:3]=1.C([Sn](CCCC)(CCCC)[C:19]1[S:20][CH:21]=[CH:22][N:23]=1)CCC, predict the reaction product. The product is: [S:20]1[CH:21]=[CH:22][N:23]=[C:19]1[C:2]1[CH:9]=[CH:8][C:5]([C:6]#[N:7])=[C:4]([C:10]([F:13])([F:12])[F:11])[CH:3]=1. (7) Given the reactants [OH:1][C:2]1[CH:7]=[C:6]([OH:8])[CH:5]=[C:4]([OH:9])[C:3]=1[C:10](=[O:12])[CH3:11].[CH2:13](Br)[CH2:14][C:15]([CH3:17])=[CH2:16], predict the reaction product. The product is: [OH:1][C:2]1[C:7]([CH2:13][CH:14]=[C:15]([CH3:17])[CH3:16])=[C:6]([OH:8])[C:5]([CH2:7][CH:2]=[C:3]([CH3:10])[CH3:4])=[C:4]([OH:9])[C:3]=1[C:10](=[O:12])[CH3:11]. (8) Given the reactants [NH2:1][CH2:2][CH2:3][CH2:4][N:5]1[CH2:10][CH2:9][N:8]([CH2:11][CH2:12][CH2:13][NH2:14])[CH2:7][CH2:6]1.[CH:15](=O)[C:16]1[CH:21]=[CH:20][CH:19]=[CH:18][CH:17]=1.[BH4-].[Na+].O, predict the reaction product. The product is: [CH2:15]([NH:14][CH2:13][CH2:12][CH2:11][N:8]1[CH2:7][CH2:6][N:5]([CH2:4][CH2:3][CH2:2][NH:1][CH2:15][C:16]2[CH:21]=[CH:20][CH:19]=[CH:18][CH:17]=2)[CH2:10][CH2:9]1)[C:16]1[CH:21]=[CH:20][CH:19]=[CH:18][CH:17]=1. (9) Given the reactants [NH2:1][C:2]1[NH:6][N:5]=[C:4]([NH:7][C:8]2[CH:13]=[CH:12][C:11]([CH2:14][C:15]#[N:16])=[CH:10][CH:9]=2)[C:3]=1[C:17]([NH2:19])=[O:18].[CH3:20][C:21]1[CH:22]=[C:23]([CH:26]=[C:27]([CH3:30])[C:28]=1[OH:29])[CH:24]=O.CN(C=O)C.[BH4-].[Na+], predict the reaction product. The product is: [C:15]([CH2:14][C:11]1[CH:10]=[CH:9][C:8]([NH:7][C:4]2[C:3]([C:17]([NH2:19])=[O:18])=[C:2]([NH:1][CH2:24][C:23]3[CH:26]=[C:27]([CH3:30])[C:28]([OH:29])=[C:21]([CH3:20])[CH:22]=3)[NH:6][N:5]=2)=[CH:13][CH:12]=1)#[N:16]. (10) Given the reactants [N+:1]([C:4]1[CH:18]=[CH:17][C:7]([O:8][CH2:9][CH2:10][N:11]2[CH2:16][CH2:15][O:14][CH2:13][CH2:12]2)=[CH:6][CH:5]=1)([O-])=O.C(O)C, predict the reaction product. The product is: [N:11]1([CH2:10][CH2:9][O:8][C:7]2[CH:17]=[CH:18][C:4]([NH2:1])=[CH:5][CH:6]=2)[CH2:16][CH2:15][O:14][CH2:13][CH2:12]1.